This data is from Forward reaction prediction with 1.9M reactions from USPTO patents (1976-2016). The task is: Predict the product of the given reaction. (1) Given the reactants Cl[C:2]1[N:7]=[C:6]([NH:8][CH2:9][C:10]2[CH:15]=[CH:14][CH:13]=[CH:12][C:11]=2[OH:16])[CH:5]=[CH:4][CH:3]=1.[CH3:17][S:18](C)=O.C[S-].[Na+].CCCCCCC, predict the reaction product. The product is: [CH3:17][S:18][C:2]1[N:7]=[C:6]([NH:8][CH2:9][C:10]2[CH:15]=[CH:14][CH:13]=[CH:12][C:11]=2[OH:16])[CH:5]=[CH:4][CH:3]=1. (2) Given the reactants C([NH:4][C:5]1[CH:6]=[N:7]C=C[C:10]=1[CH3:11])(=O)C.[N:12](OC(C)(C)C)=O.C(O[C:23](=[O:25])[CH3:24])(=O)C.[C:26]([O-])(=O)[CH3:27].[K+], predict the reaction product. The product is: [N:12]1([C:23](=[O:25])[CH3:24])[C:10]2[CH:11]=[CH:26][CH:27]=[N:4][C:5]=2[CH:6]=[N:7]1. (3) Given the reactants [NH:1]1[CH2:6][CH2:5][O:4][CH2:3][CH2:2]1.CN(C=O)C.Br[CH2:13][C:14]1[CH:21]=[CH:20][C:17]([C:18]#[N:19])=[CH:16][CH:15]=1.C(=O)([O-])[O-].[Na+].[Na+], predict the reaction product. The product is: [O:4]1[CH2:5][CH2:6][N:1]([CH2:13][C:14]2[CH:21]=[CH:20][C:17]([C:18]#[N:19])=[CH:16][CH:15]=2)[CH2:2][CH2:3]1. (4) Given the reactants [F:1][C:2]([F:32])([F:31])[C:3]1([CH2:7][N:8]2[CH2:13][CH2:12][CH:11]([CH2:14][O:15][C:16]3[N:17]=[CH:18][C:19]([C:22]4[CH:30]=[CH:29][C:25]([C:26]([OH:28])=O)=[CH:24][CH:23]=4)=[N:20][CH:21]=3)[CH2:10][CH2:9]2)[CH2:6][CH2:5][CH2:4]1.[NH:33]1[CH2:37][CH2:36][CH2:35][C@@H:34]1[CH2:38][OH:39].C(Cl)CCl.C1C=CC2N(O)N=NC=2C=1.CCN(C(C)C)C(C)C, predict the reaction product. The product is: [OH:39][CH2:38][C@H:34]1[CH2:35][CH2:36][CH2:37][N:33]1[C:26]([C:25]1[CH:29]=[CH:30][C:22]([C:19]2[CH:18]=[N:17][C:16]([O:15][CH2:14][CH:11]3[CH2:12][CH2:13][N:8]([CH2:7][C:3]4([C:2]([F:32])([F:1])[F:31])[CH2:6][CH2:5][CH2:4]4)[CH2:9][CH2:10]3)=[CH:21][N:20]=2)=[CH:23][CH:24]=1)=[O:28]. (5) Given the reactants [O:1]=[O+][O-].[CH2:4]([C:7]1[C:15]([F:16])=[C:14]([F:17])[CH:13]=[CH:12][C:8]=1[C:9]([OH:11])=[O:10])[CH:5]=C.[BH4-].[Na+], predict the reaction product. The product is: [F:16][C:15]1[C:7]([CH2:4][CH2:5][OH:1])=[C:8]([CH:12]=[CH:13][C:14]=1[F:17])[C:9]([OH:11])=[O:10]. (6) Given the reactants [Cl:1][C:2]1[N:3]=[C:4]2[NH:12][C@H:11]([C:13]([F:16])([F:15])[F:14])[CH2:10][CH2:9][N:5]2[C:6](=[O:8])[CH:7]=1.C(=O)([O-])[O-].[Cs+].[Cs+].Br.Br[CH2:25][C:26]([C:28]1[CH:29]=[N:30][CH:31]=[CH:32][C:33]=1[CH3:34])=[O:27], predict the reaction product. The product is: [Cl:1][C:2]1[N:3]=[C:4]2[N:12]([CH2:25][C:26]([C:28]3[CH:29]=[N:30][CH:31]=[CH:32][C:33]=3[CH3:34])=[O:27])[C@H:11]([C:13]([F:14])([F:15])[F:16])[CH2:10][CH2:9][N:5]2[C:6](=[O:8])[CH:7]=1.